The task is: Predict which catalyst facilitates the given reaction.. This data is from Catalyst prediction with 721,799 reactions and 888 catalyst types from USPTO. (1) Reactant: [NH2:1][C:2](C)([CH2:5][CH:6]1[CH2:8][CH2:7]1)[C:3]#[N:4].C(N(C(C)C)CC)(C)C.[C:19](O[C:19]([O:21][C:22]([CH3:25])([CH3:24])[CH3:23])=[O:20])([O:21][C:22]([CH3:25])([CH3:24])[CH3:23])=[O:20]. Product: [C:22]([O:21][C:19](=[O:20])[NH:1][CH:2]([C:3]#[N:4])[CH2:5][CH:6]1[CH2:7][CH2:8]1)([CH3:25])([CH3:24])[CH3:23]. The catalyst class is: 4. (2) Product: [CH2:1]([O:3][C:4](=[O:18])[CH:5]([C:6]1[CH:11]=[CH:10][C:9]([I:12])=[C:8]([O:13][CH2:14][CH:15]2[CH2:16][CH2:17]2)[CH:7]=1)[CH2:21][CH:22]([CH3:24])[CH3:23])[CH3:2]. The catalyst class is: 3. Reactant: [CH2:1]([O:3][C:4](=[O:18])[CH2:5][C:6]1[CH:11]=[CH:10][C:9]([I:12])=[C:8]([O:13][CH2:14][CH:15]2[CH2:17][CH2:16]2)[CH:7]=1)[CH3:2].[H-].[Na+].[CH2:21](Br)[CH:22]([CH3:24])[CH3:23].[Cl-].[NH4+]. (3) Reactant: Cl[C:2]([CH2:4][O:5][C:6]1[CH:7]=[C:8]([CH:13]=[CH:14][CH:15]=1)[C:9]([O:11][CH3:12])=[O:10])=[O:3].[CH2:16]([O:23][C:24]1[CH:25]=[CH:26][C:27]([N+:32]([O-:34])=[O:33])=[C:28]([CH:31]=1)[NH:29][CH3:30])[C:17]1[CH:22]=[CH:21][CH:20]=[CH:19][CH:18]=1. Product: [CH2:16]([O:23][C:24]1[CH:25]=[CH:26][C:27]([N+:32]([O-:34])=[O:33])=[C:28]([N:29]([CH3:30])[C:2](=[O:3])[CH2:4][O:5][C:6]2[CH:7]=[C:8]([CH:13]=[CH:14][CH:15]=2)[C:9]([O:11][CH3:12])=[O:10])[CH:31]=1)[C:17]1[CH:18]=[CH:19][CH:20]=[CH:21][CH:22]=1. The catalyst class is: 7. (4) Reactant: C[O:2][C:3](=[O:37])[CH2:4][CH2:5][N:6]1[C:10]2=[N:11][CH:12]=[CH:13][CH:14]=[C:9]2[CH:8]=[C:7]1[CH2:15][N:16]([CH3:36])[N:17]([CH3:35])[C:18]([O:20][CH2:21][CH:22]1[C:34]2[CH:33]=[CH:32][CH:31]=[CH:30][C:29]=2[C:28]2[C:23]1=[CH:24][CH:25]=[CH:26][CH:27]=2)=[O:19].[Li+].[OH-].CC#N.O. Product: [CH:24]1[C:23]2[CH:22]([CH2:21][O:20][C:18]([N:17]([CH3:35])[N:16]([CH2:15][C:7]3[N:6]([CH2:5][CH2:4][C:3]([OH:37])=[O:2])[C:10]4=[N:11][CH:12]=[CH:13][CH:14]=[C:9]4[CH:8]=3)[CH3:36])=[O:19])[C:34]3[C:29](=[CH:30][CH:31]=[CH:32][CH:33]=3)[C:28]=2[CH:27]=[CH:26][CH:25]=1. The catalyst class is: 1.